This data is from Forward reaction prediction with 1.9M reactions from USPTO patents (1976-2016). The task is: Predict the product of the given reaction. (1) Given the reactants [NH2:1][C:2]1[C:3](Cl)=[N:4][C:5]([CH3:9])=[N:6][C:7]=1[Cl:8].[NH3:11], predict the reaction product. The product is: [Cl:8][C:7]1[N:6]=[C:5]([CH3:9])[N:4]=[C:3]([NH2:11])[C:2]=1[NH2:1]. (2) Given the reactants [CH3:1][C:2]([S:5]([NH2:7])=[O:6])([CH3:4])[CH3:3].[Br:8][C:9]1[CH:17]=[C:16]2[C:12]([CH2:13][C:14]3([CH2:23][CH2:22][CH:21]([CH:24]([F:26])[F:25])[CH2:20][CH2:19]3)[C:15]2=O)=[CH:11][CH:10]=1.CCOC(C)=O.C([O-])(O)=O.[Na+], predict the reaction product. The product is: [Br:8][C:9]1[CH:17]=[C:16]2[C:12](=[CH:11][CH:10]=1)[CH2:13][C:14]1([CH2:23][CH2:22][CH:21]([CH:24]([F:25])[F:26])[CH2:20][CH2:19]1)[C:15]2=[N:7][S:5]([C:2]([CH3:4])([CH3:3])[CH3:1])=[O:6]. (3) The product is: [C:27]([O:26][C:24]([C:23]1[C:22]([O:32][CH2:33][C:34]2[CH:39]=[CH:38][CH:37]=[CH:36][CH:35]=2)=[C:21]([OH:20])[N:18]=[C:16]([CH2:15][C:10]2[CH:11]=[CH:12][CH:13]=[CH:14][C:9]=2[C:4]2[CH:5]=[CH:6][CH:7]=[CH:8][C:3]=2[Cl:2])[N:17]=1)=[O:25])([CH3:30])([CH3:28])[CH3:29]. Given the reactants Cl.[Cl:2][C:3]1[CH:8]=[CH:7][CH:6]=[CH:5][C:4]=1[C:9]1[CH:14]=[CH:13][CH:12]=[CH:11][C:10]=1[CH2:15][C:16]([NH2:18])=[NH:17].C[O:20][C:21](=O)/[C:22](/[O:32][CH2:33][C:34]1[CH:39]=[CH:38][CH:37]=[CH:36][CH:35]=1)=[C:23](\O)/[C:24]([O:26][C:27]([CH3:30])([CH3:29])[CH3:28])=[O:25].C(OC(C1C(OCC2C=CC=CC=2)=C(O)N=C(CC2C=CC=CC=2C2C=CC=CC=2)N=1)=O)(C)(C)C, predict the reaction product. (4) Given the reactants [NH:1]1[C:9]2[C:4](=[C:5]([C:10]3[N:11]=[C:12]([N:22]4[CH2:27][CH2:26][O:25][CH2:24][CH2:23]4)[C:13]4[S:18][C:17]([C:19](O)=[O:20])=[CH:16][C:14]=4[N:15]=3)[CH:6]=[CH:7][CH:8]=2)[CH:3]=[N:2]1.[N:28]1([CH2:34][CH2:35][NH2:36])[CH2:33][CH2:32][CH2:31][CH2:30][CH2:29]1, predict the reaction product. The product is: [NH:1]1[C:9]2[C:4](=[C:5]([C:10]3[N:11]=[C:12]([N:22]4[CH2:23][CH2:24][O:25][CH2:26][CH2:27]4)[C:13]4[S:18][C:17]([C:19]([NH:36][CH2:35][CH2:34][N:28]5[CH2:33][CH2:32][CH2:31][CH2:30][CH2:29]5)=[O:20])=[CH:16][C:14]=4[N:15]=3)[CH:6]=[CH:7][CH:8]=2)[CH:3]=[N:2]1.